From a dataset of Full USPTO retrosynthesis dataset with 1.9M reactions from patents (1976-2016). Predict the reactants needed to synthesize the given product. (1) Given the product [C:11]([O:15][C:16]([N:18]1[CH2:22][CH2:21][C:20](=[O:23])[CH2:19]1)=[O:17])([CH3:14])([CH3:12])[CH3:13], predict the reactants needed to synthesize it. The reactants are: C1C=CN=CC=1.O=S(=O)=O.[C:11]([O:15][C:16]([N:18]1[CH2:22][CH2:21][C@@H:20]([OH:23])[CH2:19]1)=[O:17])([CH3:14])([CH3:13])[CH3:12].C(N(CC)CC)C. (2) The reactants are: [CH3:1][O:2][C:3]1[CH:4]=[C:5]([CH:10]=[CH:11][C:12]=1[CH2:13][C:14]1[C:22]2[C:17](=[CH:18][CH:19]=[C:20]([N+:23]([O-])=O)[CH:21]=2)[N:16]([CH3:26])[CH:15]=1)[C:6]([O:8][CH3:9])=[O:7].[H][H]. Given the product [CH3:1][O:2][C:3]1[CH:4]=[C:5]([CH:10]=[CH:11][C:12]=1[CH2:13][C:14]1[C:22]2[C:17](=[CH:18][CH:19]=[C:20]([NH2:23])[CH:21]=2)[N:16]([CH3:26])[CH:15]=1)[C:6]([O:8][CH3:9])=[O:7], predict the reactants needed to synthesize it. (3) The reactants are: [Cl:1][C:2]1[CH:7]=[CH:6][C:5]([CH2:8][C:9]([OH:11])=O)=[CH:4][CH:3]=1.C(N1C=CN=C1)(N1C=CN=C1)=O.Cl.[NH2:25][CH2:26][C:27]1[CH:28]=[C:29]2[C:34](=[CH:35][CH:36]=1)[N:33]=[C:32]([CH3:37])[N:31]([CH:38]1[CH2:43][CH2:42][C:41](=[O:44])[NH:40][C:39]1=[O:45])[C:30]2=[O:46]. Given the product [Cl:1][C:2]1[CH:3]=[CH:4][C:5]([CH2:8][C:9]([NH:25][CH2:26][C:27]2[CH:28]=[C:29]3[C:34](=[CH:35][CH:36]=2)[N:33]=[C:32]([CH3:37])[N:31]([CH:38]2[CH2:43][CH2:42][C:41](=[O:44])[NH:40][C:39]2=[O:45])[C:30]3=[O:46])=[O:11])=[CH:6][CH:7]=1, predict the reactants needed to synthesize it.